Dataset: Forward reaction prediction with 1.9M reactions from USPTO patents (1976-2016). Task: Predict the product of the given reaction. Given the reactants [Cl:1][C:2]1[C:7]([CH2:8][N:9]([CH2:20][C:21]2[CH:22]=[C:23]([CH:35]=[CH:36][CH:37]=2)[CH2:24][N:25]2[CH:29]([C:30](O)=[O:31])[CH2:28][CH2:27][S:26]2(=[O:34])=[O:33])[C@H:10]([CH2:16][N:17]([CH3:19])[CH3:18])[CH2:11][C:12]([CH3:15])([CH3:14])[CH3:13])=[C:6]([F:38])[C:5]([O:39][CH3:40])=[CH:4][CH:3]=1.Cl.[CH:42]12[CH2:51][CH:46]3[CH2:47][CH:48]([CH2:50][CH:44]([CH2:45]3)[CH:43]1[NH2:52])[CH2:49]2, predict the reaction product. The product is: [CH:42]12[CH2:51][CH:46]3[CH2:47][CH:48]([CH2:50][CH:44]([CH2:45]3)[CH:43]1[NH:52][C:30]([CH:29]1[CH2:28][CH2:27][S:26](=[O:33])(=[O:34])[N:25]1[CH2:24][C:23]1[CH:35]=[CH:36][CH:37]=[C:21]([CH2:20][N:9]([CH2:8][C:7]3[C:2]([Cl:1])=[CH:3][CH:4]=[C:5]([O:39][CH3:40])[C:6]=3[F:38])[C@H:10]([CH2:16][N:17]([CH3:19])[CH3:18])[CH2:11][C:12]([CH3:14])([CH3:15])[CH3:13])[CH:22]=1)=[O:31])[CH2:49]2.